Dataset: Forward reaction prediction with 1.9M reactions from USPTO patents (1976-2016). Task: Predict the product of the given reaction. Given the reactants [CH3:1][O:2][C:3]1[C:8]2[C:9](=[N:12]O)[CH2:10][O:11][C:7]=2[CH:6]=[CH:5][CH:4]=1, predict the reaction product. The product is: [CH3:1][O:2][C:3]1[C:8]2[CH:9]([NH2:12])[CH2:10][O:11][C:7]=2[CH:6]=[CH:5][CH:4]=1.